This data is from Full USPTO retrosynthesis dataset with 1.9M reactions from patents (1976-2016). The task is: Predict the reactants needed to synthesize the given product. (1) Given the product [C:1]([C:3]1[C:4]([N:24]2[CH2:29][CH2:28][CH:27]([C:30]([NH:45][S:42]([CH2:41][C:35]3[CH:36]=[CH:37][C:38]([F:40])=[CH:39][C:34]=3[F:33])(=[O:43])=[O:44])=[O:31])[CH2:26][CH2:25]2)=[N:5][C:6]([CH2:17][N:18]2[CH2:22][CH2:21][CH2:20][C:19]2=[O:23])=[C:7]([C:9](=[O:16])[CH2:10][CH2:11][C:12]([F:14])([F:13])[F:15])[CH:8]=1)#[N:2], predict the reactants needed to synthesize it. The reactants are: [C:1]([C:3]1[C:4]([N:24]2[CH2:29][CH2:28][CH:27]([C:30](O)=[O:31])[CH2:26][CH2:25]2)=[N:5][C:6]([CH2:17][N:18]2[CH2:22][CH2:21][CH2:20][C:19]2=[O:23])=[C:7]([C:9](=[O:16])[CH2:10][CH2:11][C:12]([F:15])([F:14])[F:13])[CH:8]=1)#[N:2].[F:33][C:34]1[CH:39]=[C:38]([F:40])[CH:37]=[CH:36][C:35]=1[CH2:41][S:42]([NH2:45])(=[O:44])=[O:43]. (2) Given the product [Br:1][C:2]1[CH:3]=[C:4]([C:8]2([C:25]3[CH:30]=[CH:29][C:28]([O:31][CH:32]([F:34])[F:33])=[C:27]([F:35])[CH:26]=3)[C:16]3[C:17](=[N:18][CH:19]=[CH:20][CH:21]=3)[C:22]([NH2:23])=[N:9]2)[CH:5]=[CH:6][CH:7]=1, predict the reactants needed to synthesize it. The reactants are: [Br:1][C:2]1[CH:3]=[C:4]([C:8]([C:16]2[C:17]([C:22]#[N:23])=[N:18][CH:19]=[CH:20][CH:21]=2)=[N:9]S(C(C)(C)C)=O)[CH:5]=[CH:6][CH:7]=1.Br[C:25]1[CH:30]=[CH:29][C:28]([O:31][CH:32]([F:34])[F:33])=[C:27]([F:35])[CH:26]=1. (3) Given the product [CH2:1]([N:3]1[C:11]2[CH:10]=[C:9]3[NH:12][C:13]([C:15]4[C:23]5[C:18](=[CH:19][C:20]([C:24]6[CH:25]=[CH:26][CH:27]=[CH:28][CH:29]=6)=[CH:21][CH:22]=5)[NH:17][N:16]=4)=[N:14][C:8]3=[CH:7][C:6]=2[C:5]([CH3:47])([CH3:46])[C:4]1=[O:48])[CH3:2], predict the reactants needed to synthesize it. The reactants are: [CH2:1]([N:3]1[C:11]2[CH:10]=[C:9]3[N:12](COCC[Si](C)(C)C)[C:13]([C:15]4[C:23]5[C:18](=[CH:19][C:20]([C:24]6[CH:29]=[CH:28][CH:27]=[CH:26][CH:25]=6)=[CH:21][CH:22]=5)[N:17](COCC[Si](C)(C)C)[N:16]=4)=[N:14][C:8]3=[CH:7][C:6]=2[C:5]([CH3:47])([CH3:46])[C:4]1=[O:48])[CH3:2].[F-].C([N+](CCCC)(CCCC)CCCC)CCC.C(N)CN. (4) Given the product [Cl-:2].[N:5]1[CH:6]=[CH:7][CH:8]=[CH:9][C:4]=1[CH2:3][P+:22]([C:23]1[CH:24]=[CH:25][CH:26]=[CH:27][CH:28]=1)([C:29]1[CH:34]=[CH:33][CH:32]=[CH:31][CH:30]=1)[C:19]1[CH:18]=[CH:17][CH:16]=[CH:21][CH:20]=1, predict the reactants needed to synthesize it. The reactants are: Cl.[Cl:2][CH2:3][C:4]1[CH:9]=[CH:8][CH:7]=[CH:6][N:5]=1.C([O-])([O-])=O.[K+].[K+].[CH:16]1[CH:21]=[CH:20][C:19]([P:22]([C:29]2[CH:34]=[CH:33][CH:32]=[CH:31][CH:30]=2)[C:23]2[CH:28]=[CH:27][CH:26]=[CH:25][CH:24]=2)=[CH:18][CH:17]=1. (5) Given the product [C:1]([O:5][C:6](=[O:18])[N:7]([CH3:8])[C:9]1[CH:14]=[CH:13][CH:12]=[C:11]([CH2:15][CH2:16][O:17][C:22]2[CH:23]=[CH:24][C:25]([N+:26]([O-:28])=[O:27])=[C:20]([CH3:19])[CH:21]=2)[N:10]=1)([CH3:3])([CH3:2])[CH3:4], predict the reactants needed to synthesize it. The reactants are: [C:1]([O:5][C:6](=[O:18])[N:7]([C:9]1[CH:14]=[CH:13][CH:12]=[C:11]([CH2:15][CH2:16][OH:17])[N:10]=1)[CH3:8])([CH3:4])([CH3:3])[CH3:2].[CH3:19][C:20]1[CH:21]=[C:22](O)[CH:23]=[CH:24][C:25]=1[N+:26]([O-:28])=[O:27].